This data is from Catalyst prediction with 721,799 reactions and 888 catalyst types from USPTO. The task is: Predict which catalyst facilitates the given reaction. (1) Reactant: Br[C:2]1(Br)[CH2:4][C:3]1(Br)[CH2:5][CH2:6][CH2:7][CH2:8][CH3:9].C([Li])CCC.CN(C)CCN(C)C.Br[CH2:26][CH:27]=[CH:28][CH2:29][CH3:30]. Product: [CH2:26]([C:2]1[CH2:4][C:3]=1[CH2:5][CH2:6][CH2:7][CH2:8][CH3:9])[CH:27]=[CH:28][CH2:29][CH3:30]. The catalyst class is: 30. (2) Reactant: [C:1]1([N:7]2[CH2:12][CH2:11][NH:10][CH2:9][CH2:8]2)[CH:6]=[CH:5][CH:4]=[CH:3][CH:2]=1.[S:13](N)([NH2:16])(=[O:15])=[O:14]. Product: [S:13]([N:10]1[CH2:11][CH2:12][N:7]([C:1]2[CH:6]=[CH:5][CH:4]=[CH:3][CH:2]=2)[CH2:8][CH2:9]1)(=[O:15])(=[O:14])[NH2:16]. The catalyst class is: 224. (3) Reactant: [Br:1][C:2]1[CH:3]=[CH:4][C:5]([CH3:12])=[C:6]([S:8](Cl)(=[O:10])=[O:9])[CH:7]=1.[NH4+:13].[OH-]. Product: [Br:1][C:2]1[CH:3]=[CH:4][C:5]([CH3:12])=[C:6]([S:8]([NH2:13])(=[O:10])=[O:9])[CH:7]=1. The catalyst class is: 12. (4) Reactant: [CH:1]([C:4]1[CH:9]=[CH:8][C:7]([CH3:10])=[CH:6][C:5]=1[NH:11][C:12]([NH2:14])=[S:13])([CH3:3])[CH3:2].[K].BrC[CH2:18][CH:19](Br)[CH3:20].[CH3:22]C(=O)CC. Product: [CH:1]([C:4]1[CH:9]=[CH:8][C:7]([CH3:10])=[CH:6][C:5]=1[N:11]1[CH2:20][CH:19]([CH3:18])[CH2:22][S:13][C:12]1=[NH:14])([CH3:3])[CH3:2]. The catalyst class is: 6. (5) Reactant: [CH2:1]([C@H:3]1[CH2:7][NH:6][CH2:5][C@H:4]1[NH:8][C:9]1[C:10]2[N:11]([CH:18]=[C:19]([C:21]3[O:25][N:24]=[C:23]([CH3:26])[CH:22]=3)[CH:20]=2)[N:12]=[CH:13][C:14]=1[C:15]([NH2:17])=[O:16])[CH3:2].C(C1([C:32]([OH:34])=[O:33])CC1)#N.F[P-](F)(F)(F)(F)F.N1(OC(N(C)C)=[N+](C)C)C2N=C[CH:49]=[CH:50][C:45]=2N=N1.[CH:59](N(CC)C(C)C)(C)C. Product: [C:15]([C:14]1[CH:13]=[N:12][N:11]2[CH:18]=[C:19]([C:21]3[O:25][N:24]=[C:23]([CH3:26])[CH:22]=3)[CH:20]=[C:10]2[C:9]=1[NH:8][C@H:4]1[C@@H:3]([CH2:1][CH3:2])[CH2:7][N:6]([C:32]([O:34][C:50]([CH3:49])([CH3:45])[CH3:59])=[O:33])[CH2:5]1)(=[O:16])[NH2:17]. The catalyst class is: 3.